From a dataset of Forward reaction prediction with 1.9M reactions from USPTO patents (1976-2016). Predict the product of the given reaction. Given the reactants Cl.Cl.[CH:3]1([NH:6][C:7]([C:9]2[CH:14]=[CH:13][CH:12]=[C:11]([C:15]3[C:23]4[C:18](=[CH:19][CH:20]=[C:21]([CH:24]=[N:25]OCC)[CH:22]=4)[NH:17][N:16]=3)[CH:10]=2)=[O:8])[CH2:5][CH2:4]1.[NH2:29][NH:30][C:31](=O)[CH2:32][N:33]([CH3:35])[CH3:34].C[O-].[Na+], predict the reaction product. The product is: [CH3:34][N:33]([CH2:32][C:31]1[N:25]=[C:24]([C:21]2[CH:22]=[C:23]3[C:18](=[CH:19][CH:20]=2)[NH:17][N:16]=[C:15]3[C:11]2[CH:10]=[C:9]([C:7]([NH:6][CH:3]3[CH2:4][CH2:5]3)=[O:8])[CH:14]=[CH:13][CH:12]=2)[NH:29][N:30]=1)[CH3:35].